This data is from Catalyst prediction with 721,799 reactions and 888 catalyst types from USPTO. The task is: Predict which catalyst facilitates the given reaction. (1) Product: [Br:1][C:2]1[CH:3]=[N:4][C:5]([N:9]2[CH:13]=[CH:12][N:11]=[CH:10]2)=[N:6][CH:7]=1. Reactant: [Br:1][C:2]1[CH:3]=[N:4][C:5](Cl)=[N:6][CH:7]=1.[NH:9]1[CH:13]=[CH:12][N:11]=[CH:10]1.C(=O)([O-])[O-].[K+].[K+].C(O)C. The catalyst class is: 264. (2) Reactant: [CH2:1]([C:8]1[CH:17]=[C:16]2[C:11]([CH:12]=[C:13]([C:22]([OH:24])=[O:23])[C@H:14]([C:18]([F:21])([F:20])[F:19])[O:15]2)=[CH:10][C:9]=1[Cl:25])[C:2]1[CH:7]=[CH:6][CH:5]=[CH:4][CH:3]=1.[CH3:26][C@@H:27]([NH2:34])[C:28]1[CH:33]=[CH:32][CH:31]=[CH:30][CH:29]=1. Product: [C:28]1([C@H:27]([NH2:34])[CH3:26])[CH:33]=[CH:32][CH:31]=[CH:30][CH:29]=1.[CH2:1]([C:8]1[CH:17]=[C:16]2[C:11]([CH:12]=[C:13]([C:22]([OH:24])=[O:23])[C@H:14]([C:18]([F:20])([F:21])[F:19])[O:15]2)=[CH:10][C:9]=1[Cl:25])[C:2]1[CH:3]=[CH:4][CH:5]=[CH:6][CH:7]=1. The catalyst class is: 175. (3) Reactant: [C:1](=[O:4])([O-])[O-].[K+].[K+].C([O:9][C:10](=[O:29])[C:11]([CH3:28])([O:20][C:21]1[CH:26]=[CH:25][CH:24]=[CH:23][C:22]=1C)[CH2:12][C:13]1[CH:18]=[CH:17][C:16]([OH:19])=[CH:15][CH:14]=1)C.[C:30]1([C:55]2[CH:60]=[CH:59][CH:58]=[CH:57][CH:56]=2)[CH:35]=[CH:34][C:33]([C:36]2[O:37][C:38]([CH3:54])=[C:39]([CH2:41][CH2:42]OS(C3C=CC(C)=CC=3)(=O)=O)[N:40]=2)=[CH:32][CH:31]=1.[OH-].[Na+]. Product: [C:30]1([C:55]2[CH:56]=[CH:57][CH:58]=[CH:59][CH:60]=2)[CH:35]=[CH:34][C:33]([C:36]2[O:37][C:38]([CH3:54])=[C:39]([CH2:41][CH2:42][O:19][C:16]3[CH:15]=[CH:14][C:13]([CH2:12][C:11]([O:20][C:21]4[CH:26]=[CH:25][CH:24]=[CH:23][C:22]=4[O:4][CH3:1])([CH3:28])[C:10]([OH:9])=[O:29])=[CH:18][CH:17]=3)[N:40]=2)=[CH:32][CH:31]=1. The catalyst class is: 8.